From a dataset of Full USPTO retrosynthesis dataset with 1.9M reactions from patents (1976-2016). Predict the reactants needed to synthesize the given product. (1) Given the product [CH2:7]([NH:14][CH2:2][Si:3]([CH3:6])([CH3:5])[CH3:4])[C:8]1[CH:13]=[CH:12][CH:11]=[CH:10][CH:9]=1, predict the reactants needed to synthesize it. The reactants are: Cl[CH2:2][Si:3]([CH3:6])([CH3:5])[CH3:4].[CH2:7]([NH2:14])[C:8]1[CH:13]=[CH:12][CH:11]=[CH:10][CH:9]=1.O. (2) Given the product [O:32]=[C:26]1[CH:25]([N:18]2[C:17](=[O:33])[C:16]3[C:20](=[CH:21][CH:22]=[CH:23][C:15]=3[CH2:14][NH:13][C:43]([C:35]3[NH:34][C:42]4[C:37]([CH:36]=3)=[CH:38][CH:39]=[CH:40][CH:41]=4)=[O:44])[C:19]2=[O:24])[CH2:30][CH2:29][C:28](=[O:31])[NH:27]1, predict the reactants needed to synthesize it. The reactants are: N12CCCN=C1CCCCC2.Cl.[NH2:13][CH2:14][C:15]1[CH:23]=[CH:22][CH:21]=[C:20]2[C:16]=1[C:17](=[O:33])[N:18]([CH:25]1[CH2:30][CH2:29][C:28](=[O:31])[NH:27][C:26]1=[O:32])[C:19]2=[O:24].[NH:34]1[C:42]2[C:37](=[CH:38][CH:39]=[CH:40][CH:41]=2)[CH:36]=[C:35]1[C:43](O)=[O:44].Cl.CN(C)CCCN=C=NCC. (3) Given the product [CH3:25][O:26][CH2:27][O:1][CH:2]1[CH2:6][CH2:5][CH:4]([C:7](=[O:15])[CH2:8][C:9]2[CH:10]=[CH:11][CH:12]=[CH:13][CH:14]=2)[CH2:3]1, predict the reactants needed to synthesize it. The reactants are: [OH:1][CH:2]1[CH2:6][CH2:5][CH:4]([C:7](=[O:15])[CH2:8][C:9]2[CH:14]=[CH:13][CH:12]=[CH:11][CH:10]=2)[CH2:3]1.C(N(C(C)C)CC)(C)C.[CH3:25][O:26][CH2:27]Cl. (4) Given the product [F:1][C:2]([F:7])([F:6])[C:3]([OH:5])=[O:4].[C:8]1([N:14]2[C:18]3=[N:19][CH:20]=[N:21][C:22]([NH:23][N:24]=[CH:25][C:26]4[CH:27]=[CH:28][C:29]([NH2:32])=[N:30][CH:31]=4)=[C:17]3[CH:16]=[N:15]2)[CH:9]=[CH:10][CH:11]=[CH:12][CH:13]=1, predict the reactants needed to synthesize it. The reactants are: [F:1][C:2]([F:7])([F:6])[C:3]([OH:5])=[O:4].[C:8]1([N:14]2[C:18]3=[N:19][CH:20]=[N:21][C:22]([NH:23]/[N:24]=[CH:25]/[C:26]4[CH:27]=[CH:28][C:29]([NH:32]C(=O)OC(C)(C)C)=[N:30][CH:31]=4)=[C:17]3[CH:16]=[N:15]2)[CH:13]=[CH:12][CH:11]=[CH:10][CH:9]=1.